This data is from Forward reaction prediction with 1.9M reactions from USPTO patents (1976-2016). The task is: Predict the product of the given reaction. (1) Given the reactants [CH3:1][I:2].[CH3:3][N:4]([CH3:19])[CH2:5][CH2:6][NH:7][C:8]([C:10]1[C:15]([NH2:16])=[N:14][C:13]([NH2:17])=[C:12]([Cl:18])[N:11]=1)=[O:9], predict the reaction product. The product is: [I-:2].[NH2:16][C:15]1[C:10]([C:8]([NH:7][CH2:6][CH2:5][N+:4]([CH3:1])([CH3:19])[CH3:3])=[O:9])=[N:11][C:12]([Cl:18])=[C:13]([NH2:17])[N:14]=1. (2) Given the reactants [H-].[Al+3].[Li+].[H-].[H-].[H-].[CH3:7][O:8][C:9]1[CH:10]=[C:11]2[C:16](=[CH:17][C:18]=1[O:19][CH3:20])[N:15]=[CH:14][CH:13]=[C:12]2[C:21](OC)=[O:22], predict the reaction product. The product is: [CH3:7][O:8][C:9]1[CH:10]=[C:11]2[C:16](=[CH:17][C:18]=1[O:19][CH3:20])[N:15]=[CH:14][CH:13]=[C:12]2[CH2:21][OH:22]. (3) Given the reactants [CH3:1][N:2]1[CH2:7][CH2:6][N:5]([C:8]2[CH:20]=[CH:19][C:11]([C:12]([O:14]C(C)(C)C)=[O:13])=[C:10]([N:21]([CH:28]3[CH2:33][CH2:32][N:31]([CH3:34])[CH2:30][CH2:29]3)[C:22](=[O:27])[C:23]([F:26])([F:25])[F:24])[CH:9]=2)[CH2:4][CH2:3]1.[ClH:35].O1CCOCC1, predict the reaction product. The product is: [ClH:35].[ClH:35].[CH3:1][N:2]1[CH2:7][CH2:6][N:5]([C:8]2[CH:20]=[CH:19][C:11]([C:12]([OH:14])=[O:13])=[C:10]([N:21]([CH:28]3[CH2:29][CH2:30][N:31]([CH3:34])[CH2:32][CH2:33]3)[C:22](=[O:27])[C:23]([F:25])([F:24])[F:26])[CH:9]=2)[CH2:4][CH2:3]1.